Dataset: Kir2.1 potassium channel HTS with 301,493 compounds. Task: Binary Classification. Given a drug SMILES string, predict its activity (active/inactive) in a high-throughput screening assay against a specified biological target. (1) The drug is Clc1c(S(=O)(=O)N(CC)CC)cc(cc1)C(=O)Nc1cccnc1Cl. The result is 0 (inactive). (2) The compound is Clc1cc(CN2CC(CCC2)C(=O)c2c(OC)cc(OC)cc2)c(O)cc1. The result is 0 (inactive). (3) The drug is S(=O)(=O)(c1c2c(n(CC(=O)N3CC(OC(C3)C)C)c1)cccc2)CC(=O)N1CCOCC1. The result is 0 (inactive).